This data is from Reaction yield outcomes from USPTO patents with 853,638 reactions. The task is: Predict the reaction yield, written as a fraction of the theoretical maximum amount of product (1.0 means a 100% yield; for example, 0.34 means a 34% yield). (1) The product is [Cl:1][C:2]1[C:11]([Cl:12])=[CH:10][CH:9]=[C:8]2[C:3]=1[CH:4]=[C:5]([NH:13][C:14]1[O:34][C@:26]3([CH2:25][N:24]=1)[CH:31]1[CH2:32][CH2:33][N:28]([CH2:29][CH2:30]1)[CH2:27]3)[N:6]=[CH:7]2. The catalyst is CN(C=O)C. The reactants are [Cl:1][C:2]1[C:11]([Cl:12])=[CH:10][CH:9]=[C:8]2[C:3]=1[CH:4]=[C:5]([N:13]=[C:14]=S)[N:6]=[CH:7]2.C(=O)([O-])[O-].[Cs+].[Cs+].Cl.Cl.[NH2:24][CH2:25][C@@:26]1([OH:34])[CH:31]2[CH2:32][CH2:33][N:28]([CH2:29][CH2:30]2)[CH2:27]1.C(N=C=NC(C)C)(C)C. The yield is 0.506. (2) The reactants are [F:1][C:2]([F:10])([F:9])[C:3]([C:5]([F:8])([F:7])[F:6])=[O:4].[CH3:11][C:12](=[CH2:14])[CH3:13].C(=O)=O.CC(O)C. No catalyst specified. The product is [F:1][C:2]([F:10])([F:9])[C:3]([C:5]([F:8])([F:7])[F:6])([OH:4])[CH2:13][C:12]([CH3:14])=[CH2:11]. The yield is 0.830. (3) The reactants are [C:1]([O:5][C:6]([N:8]1[CH2:12][CH2:11][CH2:10][CH:9]1[CH2:13][C:14]#[CH:15])=[O:7])([CH3:4])([CH3:3])[CH3:2].C(N(CC)C(C)C)(C)C.[CH2:25]([O:27][C:28]([C:30]1[C:39](=[O:40])[C:38]2[C:33](=[C:34](OS(C(F)(F)F)(=O)=O)[C:35]([F:42])=[C:36]([F:41])[CH:37]=2)[N:32]([CH:51]2[CH2:53][CH2:52]2)[CH:31]=1)=[O:29])[CH3:26]. The catalyst is C1COCC1.C1C=CC([P]([Pd]([P](C2C=CC=CC=2)(C2C=CC=CC=2)C2C=CC=CC=2)([P](C2C=CC=CC=2)(C2C=CC=CC=2)C2C=CC=CC=2)[P](C2C=CC=CC=2)(C2C=CC=CC=2)C2C=CC=CC=2)(C2C=CC=CC=2)C2C=CC=CC=2)=CC=1.[Cu]I. The product is [CH2:25]([O:27][C:28]([C:30]1[C:39](=[O:40])[C:38]2[C:33](=[C:34]([C:15]#[C:14][CH2:13][CH:9]3[CH2:10][CH2:11][CH2:12][N:8]3[C:6]([O:5][C:1]([CH3:4])([CH3:3])[CH3:2])=[O:7])[C:35]([F:42])=[C:36]([F:41])[CH:37]=2)[N:32]([CH:51]2[CH2:52][CH2:53]2)[CH:31]=1)=[O:29])[CH3:26]. The yield is 0.780. (4) The reactants are [F:1][C:2]1[CH:9]=[C:8]([O:10]C)[CH:7]=[CH:6][C:3]=1[CH:4]=[O:5].[Al+3].[Cl-].[Cl-].[Cl-]. The catalyst is C(Cl)Cl. The product is [F:1][C:2]1[CH:9]=[C:8]([OH:10])[CH:7]=[CH:6][C:3]=1[CH:4]=[O:5]. The yield is 0.950. (5) The reactants are [CH:1]([O:4][C:5]1[CH:10]=[CH:9][C:8](O)=[CH:7][CH:6]=1)([CH3:3])[CH3:2].[Br:12][C:13]1[CH:18]=[CH:17][C:16](Br)=[CH:15][CH:14]=1.C([O-])([O-])=O.[K+].[K+].N1C=CC=CC=1. The catalyst is [O-2].[Cu+2].C(Cl)Cl. The product is [CH:1]([O:4][C:5]1[CH:10]=[CH:9][C:8]([C:16]2[CH:17]=[CH:18][C:13]([Br:12])=[CH:14][CH:15]=2)=[CH:7][CH:6]=1)([CH3:3])[CH3:2]. The yield is 0.470. (6) The reactants are [NH2:1][C:2]1[CH:3]=[C:4]([CH3:9])[CH:5]=[N:6][C:7]=1[Cl:8].[N+:10]([C:13]1[CH:21]=[CH:20][CH:19]=[CH:18][C:14]=1[C:15](Cl)=[O:16])([O-:12])=[O:11]. The catalyst is N1C=CC=CC=1.O.C(=O)(O)[O-].[Na+]. The product is [Cl:8][C:7]1[C:2]([NH:1][C:15](=[O:16])[C:14]2[CH:18]=[CH:19][CH:20]=[CH:21][C:13]=2[N+:10]([O-:12])=[O:11])=[CH:3][C:4]([CH3:9])=[CH:5][N:6]=1. The yield is 0.910. (7) The reactants are [CH3:1][N:2]1[N:6]=[C:5]([C:7]2[CH:12]=[CH:11][C:10]([OH:13])=[CH:9][CH:8]=2)[C:4]([C:14]2[CH:19]=[CH:18][N:17]=[CH:16][CH:15]=2)=[N:3]1.Cl.Cl[CH2:22][C:23]1[CH:32]=[CH:31][C:30]2[C:25](=[CH:26][CH:27]=[CH:28][CH:29]=2)[N:24]=1.C(=O)([O-])[O-].[Cs+].[Cs+]. The catalyst is CN(C)C=O. The product is [CH3:1][N:2]1[N:6]=[C:5]([C:7]2[CH:8]=[CH:9][C:10]([O:13][CH2:22][C:23]3[CH:32]=[CH:31][C:30]4[C:25](=[CH:26][CH:27]=[CH:28][CH:29]=4)[N:24]=3)=[CH:11][CH:12]=2)[C:4]([C:14]2[CH:19]=[CH:18][N:17]=[CH:16][CH:15]=2)=[N:3]1. The yield is 0.800. (8) The reactants are COC1C=CC(C=[N:10][C@H:11]([C:13]2[CH:18]=[CH:17][CH:16]=[CH:15][CH:14]=2)[CH3:12])=CC=1.ClC1C=C(C=CC=1)C(OO)=[O:24].O.C1(C)C=CC(S(O)(=O)=O)=CC=1.Cl.ON. The catalyst is O1CCCC1.C(OCC)(=O)C.O. The product is [C:13]1([C@@H:11]([NH:10][OH:24])[CH3:12])[CH:18]=[CH:17][CH:16]=[CH:15][CH:14]=1. The yield is 0.860. (9) The reactants are [CH3:1][O:2][C:3]1[N:8]=[C:7]([N:9]2[CH2:13][CH2:12][C@H:11]([OH:14])[CH2:10]2)[CH:6]=[CH:5][CH:4]=1.[Br:15]N1C(=O)CCC1=O. The catalyst is C(Cl)(Cl)Cl. The product is [Br:15][C:4]1[CH:5]=[CH:6][C:7]([N:9]2[CH2:13][CH2:12][C@H:11]([OH:14])[CH2:10]2)=[N:8][C:3]=1[O:2][CH3:1]. The yield is 0.0850. (10) The reactants are O.[OH-].[Li+].[F:4][C:5]1[CH:10]=[C:9]([F:11])[C:8]([F:12])=[CH:7][C:6]=1[NH:13][C:14]1[O:18][C:17]([C:19]2[NH:20][C:21]3[CH:27]=[C:26]([O:28][C@@H:29]4[CH2:34][CH2:33][C@H:32]([C:35]([O:37]CC)=[O:36])[CH2:31][CH2:30]4)[CH:25]=[CH:24][C:22]=3[N:23]=2)=[N:16][N:15]=1.CO.O. The catalyst is C1COCC1. The product is [F:4][C:5]1[CH:10]=[C:9]([F:11])[C:8]([F:12])=[CH:7][C:6]=1[NH:13][C:14]1[O:18][C:17]([C:19]2[NH:20][C:21]3[CH:27]=[C:26]([O:28][C@@H:29]4[CH2:30][CH2:31][C@H:32]([C:35]([OH:37])=[O:36])[CH2:33][CH2:34]4)[CH:25]=[CH:24][C:22]=3[N:23]=2)=[N:16][N:15]=1. The yield is 0.750.